From a dataset of Forward reaction prediction with 1.9M reactions from USPTO patents (1976-2016). Predict the product of the given reaction. (1) Given the reactants [NH2:1][CH2:2][C@H:3]1[C@H:8]([CH3:9])[CH2:7][CH2:6][CH2:5][N:4]1[C:10]([C:12]1N=C(C)S[C:16]=1[C:17]1[CH:22]=[CH:21][C:20](F)=C[CH:18]=1)=[O:11].CC1C=CC([N:35]2[N:39]=[CH:38][CH:37]=[N:36]2)=C(C=1)C(O)=O, predict the reaction product. The product is: [NH2:1][CH2:2][C@H:3]1[C@H:8]([CH3:9])[CH2:7][CH2:6][CH2:5][N:4]1[C:10]([C:12]1[CH:16]=[C:17]([CH3:18])[CH:22]=[CH:21][C:20]=1[N:35]1[N:39]=[CH:38][CH:37]=[N:36]1)=[O:11]. (2) The product is: [Cl:16][C:17]1[CH:18]=[C:19]([NH:23][C:24]([N:12]2[CH2:13][CH2:14][C:15]3[N:7]([C:1]4[CH:2]=[CH:3][CH:4]=[CH:5][CH:6]=4)[CH:8]=[N:9][C:10]=3[CH2:11]2)=[O:25])[CH:20]=[CH:21][CH:22]=1. Given the reactants [C:1]1([N:7]2[C:15]3[CH2:14][CH2:13][NH:12][CH2:11][C:10]=3[N:9]=[CH:8]2)[CH:6]=[CH:5][CH:4]=[CH:3][CH:2]=1.[Cl:16][C:17]1[CH:22]=[CH:21][CH:20]=[C:19]([N:23]=[C:24]=[O:25])[CH:18]=1.O, predict the reaction product. (3) Given the reactants [CH3:1][N:2]([CH3:27])[C:3]([C:5]1[CH:25]=[CH:24][C:8]([O:9][C:10]2[C:15]3[CH2:16][C:17]([CH3:20])([CH3:19])[O:18][C:14]=3[CH:13]=[C:12]([C:21]([OH:23])=O)[CH:11]=2)=[CH:7][C:6]=1[F:26])=[O:4].S(Cl)(Cl)=O.[NH2:32][C:33]1[CH:37]=[C:36]([CH3:38])[O:35][N:34]=1, predict the reaction product. The product is: [CH3:38][C:36]1[O:35][N:34]=[C:33]([NH:32][C:21]([C:12]2[CH:11]=[C:10]([O:9][C:8]3[CH:24]=[CH:25][C:5]([C:3](=[O:4])[N:2]([CH3:1])[CH3:27])=[C:6]([F:26])[CH:7]=3)[C:15]3[CH2:16][C:17]([CH3:19])([CH3:20])[O:18][C:14]=3[CH:13]=2)=[O:23])[CH:37]=1.